Dataset: NCI-60 drug combinations with 297,098 pairs across 59 cell lines. Task: Regression. Given two drug SMILES strings and cell line genomic features, predict the synergy score measuring deviation from expected non-interaction effect. (1) Drug 1: CC12CCC3C(C1CCC2=O)CC(=C)C4=CC(=O)C=CC34C. Drug 2: CCN(CC)CCNC(=O)C1=C(NC(=C1C)C=C2C3=C(C=CC(=C3)F)NC2=O)C. Cell line: BT-549. Synergy scores: CSS=45.0, Synergy_ZIP=2.71, Synergy_Bliss=0.903, Synergy_Loewe=-1.49, Synergy_HSA=-1.89. (2) Cell line: NCIH23. Drug 1: C1CCC(CC1)NC(=O)N(CCCl)N=O. Drug 2: C1CC(=O)NC(=O)C1N2C(=O)C3=CC=CC=C3C2=O. Synergy scores: CSS=13.9, Synergy_ZIP=-5.38, Synergy_Bliss=0.224, Synergy_Loewe=-8.06, Synergy_HSA=0.836. (3) Drug 1: CN1CCC(CC1)COC2=C(C=C3C(=C2)N=CN=C3NC4=C(C=C(C=C4)Br)F)OC. Drug 2: CS(=O)(=O)CCNCC1=CC=C(O1)C2=CC3=C(C=C2)N=CN=C3NC4=CC(=C(C=C4)OCC5=CC(=CC=C5)F)Cl. Cell line: EKVX. Synergy scores: CSS=22.5, Synergy_ZIP=-5.41, Synergy_Bliss=-2.83, Synergy_Loewe=-5.55, Synergy_HSA=-0.236. (4) Drug 1: C1=NC2=C(N1)C(=S)N=C(N2)N. Drug 2: CC1C(C(CC(O1)OC2CC(OC(C2O)C)OC3=CC4=CC5=C(C(=O)C(C(C5)C(C(=O)C(C(C)O)O)OC)OC6CC(C(C(O6)C)O)OC7CC(C(C(O7)C)O)OC8CC(C(C(O8)C)O)(C)O)C(=C4C(=C3C)O)O)O)O. Cell line: OVCAR-4. Synergy scores: CSS=29.3, Synergy_ZIP=0.695, Synergy_Bliss=4.90, Synergy_Loewe=-10.0, Synergy_HSA=4.94. (5) Drug 1: C1CC(C1)(C(=O)O)C(=O)O.[NH2-].[NH2-].[Pt+2]. Drug 2: CC(C)CN1C=NC2=C1C3=CC=CC=C3N=C2N. Cell line: RPMI-8226. Synergy scores: CSS=11.1, Synergy_ZIP=-1.55, Synergy_Bliss=-5.12, Synergy_Loewe=-5.65, Synergy_HSA=-9.34. (6) Drug 1: C1=CC(=CC=C1CCC2=CNC3=C2C(=O)NC(=N3)N)C(=O)NC(CCC(=O)O)C(=O)O. Drug 2: CN(CCCl)CCCl.Cl. Cell line: SK-MEL-28. Synergy scores: CSS=11.4, Synergy_ZIP=-2.18, Synergy_Bliss=4.81, Synergy_Loewe=-5.59, Synergy_HSA=-0.516. (7) Drug 1: CC1C(C(CC(O1)OC2CC(OC(C2O)C)OC3=CC4=CC5=C(C(=O)C(C(C5)C(C(=O)C(C(C)O)O)OC)OC6CC(C(C(O6)C)O)OC7CC(C(C(O7)C)O)OC8CC(C(C(O8)C)O)(C)O)C(=C4C(=C3C)O)O)O)O. Drug 2: CN(CCCl)CCCl.Cl. Cell line: OVCAR3. Synergy scores: CSS=36.6, Synergy_ZIP=3.61, Synergy_Bliss=7.38, Synergy_Loewe=-31.0, Synergy_HSA=-6.37.